Task: Regression. Given a peptide amino acid sequence and an MHC pseudo amino acid sequence, predict their binding affinity value. This is MHC class I binding data.. Dataset: Peptide-MHC class I binding affinity with 185,985 pairs from IEDB/IMGT (1) The peptide sequence is YVPRPDDPV. The MHC is H-2-Kb with pseudo-sequence H-2-Kb. The binding affinity (normalized) is 0.200. (2) The peptide sequence is IQKNPDGSW. The MHC is HLA-B08:03 with pseudo-sequence HLA-B08:03. The binding affinity (normalized) is 0.0847. (3) The peptide sequence is SVITQACPK. The MHC is HLA-B54:01 with pseudo-sequence HLA-B54:01. The binding affinity (normalized) is 0. (4) The peptide sequence is VMMSEIAGL. The MHC is HLA-E01:03 with pseudo-sequence HLA-E01:03. The binding affinity (normalized) is 0.125. (5) The peptide sequence is ALLLGVFVTL. The MHC is HLA-A68:02 with pseudo-sequence HLA-A68:02. The binding affinity (normalized) is 0. (6) The peptide sequence is KIPNDNIIE. The MHC is HLA-A69:01 with pseudo-sequence HLA-A69:01. The binding affinity (normalized) is 0.0847. (7) The peptide sequence is DLENLYAVT. The MHC is HLA-A02:01 with pseudo-sequence HLA-A02:01. The binding affinity (normalized) is 0.188. (8) The peptide sequence is AELLPDTTY. The MHC is HLA-B44:02 with pseudo-sequence HLA-B44:02. The binding affinity (normalized) is 0.458. (9) The peptide sequence is IIRTENRPL. The MHC is HLA-B40:01 with pseudo-sequence HLA-B40:01. The binding affinity (normalized) is 0.0847.